Task: Binary Classification. Given a drug SMILES string, predict its activity (active/inactive) in a high-throughput screening assay against a specified biological target.. Dataset: KCNQ2 potassium channel screen with 302,405 compounds (1) The molecule is S1(=O)(=O)CC(N(C(=O)c2[nH]c3c(c2)cc(OC)c(OC)c3)C)CC1. The result is 0 (inactive). (2) The molecule is S(=O)(=O)(N1CCN(CC1)c1ccccc1)c1cc(c(cc1)C)C. The result is 0 (inactive). (3) The compound is O=c1n2CCCc2nc2c1ccc(c2)C(=O)N(Cc1cc(OC)ccc1)C. The result is 0 (inactive). (4) The compound is O1CCN(CCC(c2c3oc(=O)cc(c3c(OC)cc2OC)C)c2ccc(OC)cc2)CC1. The result is 0 (inactive).